Predict the product of the given reaction. From a dataset of Forward reaction prediction with 1.9M reactions from USPTO patents (1976-2016). (1) The product is: [NH2:27][C:24]1[CH:25]=[CH:26][C:21]([C:10]2[N:11]=[C:12]([C:14]([CH3:20])([CH3:19])[C:15]([O:17][CH3:18])=[O:16])[NH:13][C:9]=2[C:3]2[CH:4]=[CH:5][C:6]([F:8])=[CH:7][C:2]=2[F:1])=[N:22][C:23]=1[OH:30]. Given the reactants [F:1][C:2]1[CH:7]=[C:6]([F:8])[CH:5]=[CH:4][C:3]=1[C:9]1[NH:13][C:12]([C:14]([CH3:20])([CH3:19])[C:15]([O:17][CH3:18])=[O:16])=[N:11][C:10]=1[C:21]1[CH:26]=[CH:25][C:24]([N+:27]([O-])=O)=[C:23]([OH:30])[N:22]=1.[H][H], predict the reaction product. (2) Given the reactants C(=O)([O-])[O-].[Na+].[Na+].O.Br[C:9]1[C:13]2=[C:14]3[C:19](=[CH:20][CH:21]=[C:12]2[S:11][C:10]=1[CH:22]([O:27][C:28]([CH3:31])([CH3:30])[CH3:29])[C:23]([O:25][CH3:26])=[O:24])[N:18]=[CH:17][CH:16]=[CH:15]3.CC1(C)C(C)(C)OB([C:40]2[CH:41]=[C:42]3[C:47](=[CH:48][CH:49]=2)[O:46][CH2:45][CH2:44][CH2:43]3)O1, predict the reaction product. The product is: [C:28]([O:27][CH:22]([C:10]1[S:11][C:12]2[C:13](=[C:14]3[C:19](=[CH:20][CH:21]=2)[N:18]=[CH:17][CH:16]=[CH:15]3)[C:9]=1[C:40]1[CH:49]=[CH:48][C:47]2[O:46][CH2:45][CH2:44][CH2:43][C:42]=2[CH:41]=1)[C:23]([O:25][CH3:26])=[O:24])([CH3:31])([CH3:30])[CH3:29]. (3) Given the reactants [C:1]([O:5][C:6](=[O:18])[NH:7][CH2:8][C@H:9]1[C@H:13]([C:14]([F:17])([F:16])[F:15])[CH2:12][NH:11][CH2:10]1)([CH3:4])([CH3:3])[CH3:2].[N+](C1C=CC([O:28][C:29](=O)[NH:30][C:31]2[CH:36]=[CH:35][C:34]([N:37]3[CH:42]=[CH:41][CH:40]=[CH:39][C:38]3=[O:43])=[CH:33][C:32]=2[F:44])=CC=1)([O-])=O, predict the reaction product. The product is: [C:1]([O:5][C:6](=[O:18])[NH:7][CH2:8][C@H:9]1[C@H:13]([C:14]([F:15])([F:16])[F:17])[CH2:12][N:11]([C:29](=[O:28])[NH:30][C:31]2[CH:36]=[CH:35][C:34]([N:37]3[CH:42]=[CH:41][CH:40]=[CH:39][C:38]3=[O:43])=[CH:33][C:32]=2[F:44])[CH2:10]1)([CH3:4])([CH3:2])[CH3:3]. (4) Given the reactants [N:1]1[CH:9]=[C:8]2[C:4]([NH:5][C:6]([C:10]3[C:22]4[C:21]5[C:16](=[CH:17][CH:18]=[CH:19][CH:20]=5)[C:15](=[N:23]O)[C:14]=4[CH:13]=[CH:12][CH:11]=3)=[N:7]2)=[N:3][CH:2]=1, predict the reaction product. The product is: [N:1]1[CH:9]=[C:8]2[C:4]([NH:5][C:6]([C:10]3[C:22]4[C:21]5[C:16](=[CH:17][CH:18]=[CH:19][CH:20]=5)[CH:15]([NH2:23])[C:14]=4[CH:13]=[CH:12][CH:11]=3)=[N:7]2)=[N:3][CH:2]=1.